From a dataset of Reaction yield outcomes from USPTO patents with 853,638 reactions. Predict the reaction yield, written as a fraction of the theoretical maximum amount of product (1.0 means a 100% yield; for example, 0.34 means a 34% yield). (1) The reactants are [OH:1][N:2]1[C:7]([CH3:9])([CH3:8])[CH2:6][CH2:5][CH2:4][C:3]1([CH3:11])[CH3:10].N(OC(C)(C)C)=O.N[C:20]1[CH:21]=[N:22][CH:23]=[CH:24][CH:25]=1. The catalyst is N1C=CC=CC=1. The product is [N:22]1[CH:23]=[CH:24][CH:25]=[C:20]([O:1][N:2]2[C:7]([CH3:9])([CH3:8])[CH2:6][CH2:5][CH2:4][C:3]2([CH3:11])[CH3:10])[CH:21]=1. The yield is 0.508. (2) The reactants are [C:1]([O:4][CH2:5][C@H:6]1[CH2:11][C@@H:10]([O:12][C:13](=[O:15])[CH3:14])[CH2:9][CH2:8][C@@:7]1([C@H:17]1[CH2:25][CH2:24][C@@:23]2([CH3:26])[C@@H:19]([CH2:20][C@H:21]([O:28][C:29](=[O:31])[CH3:30])[C:22]2=[CH2:27])[C@@H:18]1[CH2:32][N:33]=[N+]=[N-])[CH3:16])(=[O:3])[CH3:2].C1(P(C2C=CC=CC=2)C2C=CC=CC=2)C=CC=CC=1.O. The catalyst is C1COCC1. The product is [NH4+:33].[OH-:3].[C:1]([O:4][CH2:5][C@H:6]1[CH2:11][C@@H:10]([O:12][C:13](=[O:15])[CH3:14])[CH2:9][CH2:8][C@@:7]1([C@H:17]1[CH2:25][CH2:24][C@@:23]2([CH3:26])[C@@H:19]([CH2:20][C@H:21]([O:28][C:29](=[O:31])[CH3:30])[C:22]2=[CH2:27])[C@@H:18]1[CH2:32][NH2:33])[CH3:16])(=[O:3])[CH3:2]. The yield is 0.0200. (3) The reactants are [C:1]1([S:7]([N:10]2[C:18]3[C:13](=[CH:14][C:15]([F:19])=[CH:16][CH:17]=3)[CH:12]=[CH:11]2)(=[O:9])=[O:8])[CH:6]=[CH:5][CH:4]=[CH:3][CH:2]=1.[Li]C(C)(C)C.[C:25]([O:29][C:30]([N:32]1[CH2:37][CH2:36][C:35]([CH:41]=[O:42])([CH2:38][CH2:39][CH3:40])[CH2:34][CH2:33]1)=[O:31])([CH3:28])([CH3:27])[CH3:26]. The catalyst is C1COCC1. The product is [C:25]([O:29][C:30]([N:32]1[CH2:37][CH2:36][C:35]([CH:41]([C:11]2[N:10]([S:7]([C:1]3[CH:2]=[CH:3][CH:4]=[CH:5][CH:6]=3)(=[O:9])=[O:8])[C:18]3[C:13]([CH:12]=2)=[CH:14][C:15]([F:19])=[CH:16][CH:17]=3)[OH:42])([CH2:38][CH2:39][CH3:40])[CH2:34][CH2:33]1)=[O:31])([CH3:27])([CH3:28])[CH3:26]. The yield is 0.530. (4) The reactants are C[Si]([N-][Si](C)(C)C)(C)C.[Li+].CC(P(OC)(O)=O)(C([O-])=[O:15])C.[C:22]([C:25]1C=[CH:33][C:32]2[C:27](=[CH:28][CH:29]=[C:30]([O:35][CH3:36])[CH:31]=2)[CH:26]=1)(=O)[CH3:23].[CH2:37]1[CH2:41][O:40][CH2:39][CH2:38]1. The catalyst is [NH4+].[Cl-]. The product is [CH3:36][O:35][C:30](=[O:15])[CH:31]=[C:32]([C:27]1[CH:28]=[CH:29][C:38]2[C:25](=[CH:22][CH:23]=[C:41]([O:40][CH3:39])[CH:37]=2)[CH:26]=1)[CH3:33]. The yield is 0.920. (5) The reactants are C([O:3][C:4](=[O:32])[C:5]([O:24][C:25]1[CH:30]=[CH:29][C:28]([F:31])=[CH:27][CH:26]=1)([CH3:23])[CH2:6][C:7]1[CH:12]=[CH:11][C:10]([O:13][CH2:14][CH2:15][CH:16]2[CH2:20][NH:19][C:18](=[O:21])[N:17]2[CH3:22])=[CH:9][CH:8]=1)C.[H-].[Na+].Br[CH2:36][C:37]1[CH:46]=[CH:45][C:44]2[C:39](=[CH:40][CH:41]=[CH:42][CH:43]=2)[CH:38]=1. The catalyst is CN(C=O)C.CCOCC.Cl. The product is [F:31][C:28]1[CH:29]=[CH:30][C:25]([O:24][C:5]([CH3:23])([CH2:6][C:7]2[CH:8]=[CH:9][C:10]([O:13][CH2:14][CH2:15][CH:16]3[CH2:20][N:19]([CH2:36][C:37]4[CH:46]=[CH:45][C:44]5[C:39](=[CH:40][CH:41]=[CH:42][CH:43]=5)[CH:38]=4)[C:18](=[O:21])[N:17]3[CH3:22])=[CH:11][CH:12]=2)[C:4]([OH:3])=[O:32])=[CH:26][CH:27]=1. The yield is 0.510. (6) The reactants are [C:1]1([C:11]([CH2:13][CH2:14][CH2:15][CH2:16][CH2:17][CH2:18][C:19]([OH:21])=O)=[O:12])[C:10]2[C:5](=[CH:6][CH:7]=[CH:8][CH:9]=2)[CH:4]=[CH:3][CH:2]=1.[NH2:22][OH:23].Cl. The catalyst is C(N(CC)CC)C. The product is [OH:23][NH:22][C:19](=[O:21])[CH2:18][CH2:17][CH2:16][CH2:15][CH2:14][CH2:13][C:11]([C:1]1[C:10]2[C:5](=[CH:6][CH:7]=[CH:8][CH:9]=2)[CH:4]=[CH:3][CH:2]=1)=[O:12]. The yield is 0.580. (7) The reactants are [Cl:1][C:2]1[CH:16]=[CH:15][C:5]([O:6][C:7]2[CH:8]=[C:9]([CH:12]=[CH:13][CH:14]=2)[CH:10]=O)=[CH:4][CH:3]=1.[C@@H:17]1([NH2:27])[C:26]2[C:21](=[CH:22][CH:23]=[CH:24][CH:25]=2)[CH2:20][CH2:19][CH2:18]1.[BH4-].[Na+]. The catalyst is C(O)C. The product is [Cl:1][C:2]1[CH:16]=[CH:15][C:5]([O:6][C:7]2[CH:8]=[C:9]([CH:12]=[CH:13][CH:14]=2)[CH2:10][NH:27][C@@H:17]2[C:26]3[C:21](=[CH:22][CH:23]=[CH:24][CH:25]=3)[CH2:20][CH2:19][CH2:18]2)=[CH:4][CH:3]=1. The yield is 0.790.